This data is from NCI-60 drug combinations with 297,098 pairs across 59 cell lines. The task is: Regression. Given two drug SMILES strings and cell line genomic features, predict the synergy score measuring deviation from expected non-interaction effect. (1) Drug 1: C1CC(C1)(C(=O)O)C(=O)O.[NH2-].[NH2-].[Pt+2]. Drug 2: CC1C(C(CC(O1)OC2CC(CC3=C2C(=C4C(=C3O)C(=O)C5=CC=CC=C5C4=O)O)(C(=O)C)O)N)O. Cell line: OVCAR-8. Synergy scores: CSS=42.2, Synergy_ZIP=-4.90, Synergy_Bliss=-3.97, Synergy_Loewe=-0.664, Synergy_HSA=0.0508. (2) Drug 1: CS(=O)(=O)CCNCC1=CC=C(O1)C2=CC3=C(C=C2)N=CN=C3NC4=CC(=C(C=C4)OCC5=CC(=CC=C5)F)Cl. Drug 2: C1=CC=C(C(=C1)C(C2=CC=C(C=C2)Cl)C(Cl)Cl)Cl. Cell line: NCI-H522. Synergy scores: CSS=11.7, Synergy_ZIP=-2.83, Synergy_Bliss=-0.432, Synergy_Loewe=-10.4, Synergy_HSA=-1.22.